Dataset: Reaction yield outcomes from USPTO patents with 853,638 reactions. Task: Predict the reaction yield, written as a fraction of the theoretical maximum amount of product (1.0 means a 100% yield; for example, 0.34 means a 34% yield). (1) The reactants are C1([O:7][C:8](=O)[N:9]([C:19]2[CH:24]=[C:23]([O:25][C:26]3[CH:31]=[CH:30][C:29]([NH:32][C:33]([C:35]4([C:38](=[O:47])[NH:39][C:40]5[CH:45]=[CH:44][C:43]([F:46])=[CH:42][CH:41]=5)[CH2:37][CH2:36]4)=[O:34])=[CH:28][CH:27]=3)[CH:22]=[CH:21][N:20]=2)C(OC2C=CC=CC=2)=O)C=CC=CC=1.[CH3:49][N:50]([CH3:59])[CH2:51][CH2:52][N:53]1[CH2:58][CH2:57][NH:56][CH2:55][CH2:54]1. The catalyst is CN(C)C=O. The product is [CH3:49][N:50]([CH3:59])[CH2:51][CH2:52][N:53]1[CH2:58][CH2:57][N:56]([C:8]([NH:9][C:19]2[CH:24]=[C:23]([O:25][C:26]3[CH:27]=[CH:28][C:29]([NH:32][C:33]([C:35]4([C:38]([NH:39][C:40]5[CH:41]=[CH:42][C:43]([F:46])=[CH:44][CH:45]=5)=[O:47])[CH2:37][CH2:36]4)=[O:34])=[CH:30][CH:31]=3)[CH:22]=[CH:21][N:20]=2)=[O:7])[CH2:55][CH2:54]1. The yield is 0.760. (2) The reactants are [Cl:1][C:2]1[CH:3]=[CH:4][C:5]([F:14])=[C:6]([C:8]#[C:9][Si](C)(C)C)[CH:7]=1.C(=O)([O-])[O-].[K+].[K+]. The catalyst is CO. The product is [Cl:1][C:2]1[CH:3]=[CH:4][C:5]([F:14])=[C:6]([C:8]#[CH:9])[CH:7]=1. The yield is 1.00.